From a dataset of Peptide-MHC class II binding affinity with 134,281 pairs from IEDB. Regression. Given a peptide amino acid sequence and an MHC pseudo amino acid sequence, predict their binding affinity value. This is MHC class II binding data. (1) The peptide sequence is ASTNDDEVLIEVNPP. The MHC is DRB1_0404 with pseudo-sequence DRB1_0404. The binding affinity (normalized) is 0.317. (2) The peptide sequence is AGCQTYKWETFLTSE. The MHC is HLA-DPA10103-DPB10401 with pseudo-sequence HLA-DPA10103-DPB10401. The binding affinity (normalized) is 0.638.